From a dataset of Reaction yield outcomes from USPTO patents with 853,638 reactions. Predict the reaction yield, written as a fraction of the theoretical maximum amount of product (1.0 means a 100% yield; for example, 0.34 means a 34% yield). (1) The reactants are Br[C:2]1[CH:41]=[CH:40][C:5]([CH2:6][CH:7]([NH:30][S:31]([C:34]2[CH:35]=[N:36][CH:37]=[CH:38][CH:39]=2)(=[O:33])=[O:32])[C:8]2[N:13]=[C:12]([N:14]([CH2:22][C:23]([O:25][C:26]([CH3:29])([CH3:28])[CH3:27])=[O:24])[C:15]([O:17][C:18]([CH3:21])([CH3:20])[CH3:19])=[O:16])[CH:11]=[CH:10][CH:9]=2)=[CH:4][CH:3]=1.[F:42][C:43]1[CH:48]=[CH:47][C:46](B(O)O)=[CH:45][CH:44]=1.P([O-])([O-])([O-])=O.[K+].[K+].[K+].C1(P(C2CCCCC2)C2CCCCC2)CCCCC1.[Cl-].[Na+]. The catalyst is C1(C)C=CC=CC=1.C([O-])(=O)C.[Pd+2].C([O-])(=O)C.O. The product is [C:18]([O:17][C:15]([N:14]([CH2:22][C:23]([O:25][C:26]([CH3:27])([CH3:29])[CH3:28])=[O:24])[C:12]1[CH:11]=[CH:10][CH:9]=[C:8]([CH:7]([CH2:6][C:5]2[CH:40]=[CH:41][C:2]([C:46]3[CH:47]=[CH:48][C:43]([F:42])=[CH:44][CH:45]=3)=[CH:3][CH:4]=2)[NH:30][S:31]([C:34]2[CH:35]=[N:36][CH:37]=[CH:38][CH:39]=2)(=[O:33])=[O:32])[N:13]=1)=[O:16])([CH3:21])([CH3:20])[CH3:19]. The yield is 0.940. (2) The reactants are [O:1]=[C:2]1[CH:7]=[CH:6][N:5]([C:8]2[CH:13]=[CH:12][CH:11]=[C:10]([C:14]([F:17])([F:16])[F:15])[CH:9]=2)[N:4]=[C:3]1[C:18]([O:20]C)=O.O.[NH2:23][NH2:24]. The catalyst is C(O)C. The product is [O:1]=[C:2]1[CH:7]=[CH:6][N:5]([C:8]2[CH:13]=[CH:12][CH:11]=[C:10]([C:14]([F:17])([F:16])[F:15])[CH:9]=2)[N:4]=[C:3]1[C:18]([NH:23][NH2:24])=[O:20]. The yield is 0.600.